This data is from Full USPTO retrosynthesis dataset with 1.9M reactions from patents (1976-2016). The task is: Predict the reactants needed to synthesize the given product. Given the product [CH3:16][C:11]1[NH:12][C:13]2[C:9]([CH:10]=1)=[CH:8][C:7]([B:17]1[O:21][C:20]([CH3:23])([CH3:22])[C:19]([CH3:25])([CH3:24])[O:18]1)=[CH:15][CH:14]=2, predict the reactants needed to synthesize it. The reactants are: C([O-])(=O)C.[K+].Br[C:7]1[CH:8]=[C:9]2[C:13](=[CH:14][CH:15]=1)[NH:12][C:11]([CH3:16])=[CH:10]2.[B:17]1([B:17]2[O:21][C:20]([CH3:23])([CH3:22])[C:19]([CH3:25])([CH3:24])[O:18]2)[O:21][C:20]([CH3:23])([CH3:22])[C:19]([CH3:25])([CH3:24])[O:18]1.